This data is from Full USPTO retrosynthesis dataset with 1.9M reactions from patents (1976-2016). The task is: Predict the reactants needed to synthesize the given product. (1) Given the product [C:33]([O:32][C:30](=[O:31])[N:10]([CH3:9])[C@H:11]1[CH2:12][CH2:13][C@H:14]([CH2:17][CH:18]=[O:19])[CH2:15][CH2:16]1)([CH3:34])([CH3:35])[CH3:36], predict the reactants needed to synthesize it. The reactants are: C(O[C:9](=O)[N:10](C)[C@H:11]1[CH2:16][CH2:15][C@H:14]([CH2:17][CH:18]=[O:19])[CH2:13][CH2:12]1)C1C=CC=CC=1.[C:30](O[C:30]([O:32][C:33]([CH3:36])([CH3:35])[CH3:34])=[O:31])([O:32][C:33]([CH3:36])([CH3:35])[CH3:34])=[O:31].[H][H]. (2) Given the product [C:8]([C:10](=[C:19]([OH:20])[CH:18]([CH2:22][CH3:23])[CH2:16][CH3:17])[C:11]([O:13][CH2:14][CH3:15])=[O:12])#[N:9], predict the reactants needed to synthesize it. The reactants are: C(N(CC)CC)C.[C:8]([CH2:10][C:11]([O:13][CH2:14][CH3:15])=[O:12])#[N:9].[CH2:16]([CH:18]([CH2:22][CH3:23])[C:19](Cl)=[O:20])[CH3:17]. (3) Given the product [CH3:1][C@H:2]1[CH2:6][CH2:5][CH2:4][N:3]1[C:7]1[C:8]([O:21][S:29]([C:32]([F:35])([F:34])[F:33])(=[O:30])=[O:28])=[N:9][C:10]2[C:15]([N:16]=1)=[CH:14][C:13]([C:17]([O:19][CH3:20])=[O:18])=[CH:12][CH:11]=2, predict the reactants needed to synthesize it. The reactants are: [CH3:1][C@H:2]1[CH2:6][CH2:5][CH2:4][N:3]1[C:7]1[C:8](=[O:21])[NH:9][C:10]2[C:15]([N:16]=1)=[CH:14][C:13]([C:17]([O:19][CH3:20])=[O:18])=[CH:12][CH:11]=2.N1C=CC=CC=1.[O:28](S(C(F)(F)F)(=O)=O)[S:29]([C:32]([F:35])([F:34])[F:33])(=O)=[O:30]. (4) The reactants are: [F:1][C:2]([F:16])([F:15])[O:3][C:4]1[CH:14]=[CH:13][C:7]([O:8][CH2:9][C:10](O)=[O:11])=[CH:6][CH:5]=1.S(Cl)([Cl:19])=O. Given the product [F:1][C:2]([F:16])([F:15])[O:3][C:4]1[CH:14]=[CH:13][C:7]([O:8][CH2:9][C:10]([Cl:19])=[O:11])=[CH:6][CH:5]=1, predict the reactants needed to synthesize it. (5) Given the product [Cl:1][C:2]1[C:7]([C:8]2[CH:9]=[CH:10][CH:11]=[CH:12][CH:13]=2)=[C:6]([N:14]2[CH2:19][CH2:18][CH:17]([CH3:20])[CH2:16][CH2:15]2)[N:5]=[C:4]([N:21]([C:22]#[N:23])[CH3:25])[N:3]=1, predict the reactants needed to synthesize it. The reactants are: [Cl:1][C:2]1[C:7]([C:8]2[CH:13]=[CH:12][CH:11]=[CH:10][CH:9]=2)=[C:6]([N:14]2[CH2:19][CH2:18][CH:17]([CH3:20])[CH2:16][CH2:15]2)[N:5]=[C:4]([NH:21][C:22]#[N:23])[N:3]=1.O.[C:25](=O)([O-])[O-].[K+].[K+].CI.